Dataset: Catalyst prediction with 721,799 reactions and 888 catalyst types from USPTO. Task: Predict which catalyst facilitates the given reaction. Reactant: [Cl:1][C:2]1[CH:21]=[C:20]([C:22]([F:25])([F:24])[F:23])[CH:19]=[CH:18][C:3]=1[CH2:4][N:5]1[C:9]([CH2:10][CH2:11][C:12]([OH:14])=O)=[CH:8][C:7]([CH:15]2[CH2:17][CH2:16]2)=[N:6]1.[CH3:26][CH:27]([CH3:34])[CH2:28][CH2:29][S:30]([NH2:33])(=[O:32])=[O:31].N12CCCN=C1CCCCC2.Cl. Product: [Cl:1][C:2]1[CH:21]=[C:20]([C:22]([F:24])([F:25])[F:23])[CH:19]=[CH:18][C:3]=1[CH2:4][N:5]1[C:9]([CH2:10][CH2:11][C:12]([NH:33][S:30]([CH2:29][CH2:28][CH:27]([CH3:34])[CH3:26])(=[O:32])=[O:31])=[O:14])=[CH:8][C:7]([CH:15]2[CH2:17][CH2:16]2)=[N:6]1. The catalyst class is: 35.